From a dataset of Full USPTO retrosynthesis dataset with 1.9M reactions from patents (1976-2016). Predict the reactants needed to synthesize the given product. (1) Given the product [NH2:20][C:4]1[C:3]([NH:21][C:28](=[O:29])[CH2:27][CH:22]2[CH2:26][CH2:25][CH2:24][CH2:23]2)=[C:2]([CH3:1])[N:7]=[C:6]([NH:8][CH2:9][C:10]2[CH:11]=[CH:12][C:13]([C:16]([F:18])([F:19])[F:17])=[CH:14][CH:15]=2)[N:5]=1, predict the reactants needed to synthesize it. The reactants are: [CH3:1][C:2]1[N:7]=[C:6]([NH:8][CH2:9][C:10]2[CH:15]=[CH:14][C:13]([C:16]([F:19])([F:18])[F:17])=[CH:12][CH:11]=2)[N:5]=[C:4]([NH2:20])[C:3]=1[NH2:21].[CH:22]1([CH2:27][C:28](Cl)=[O:29])[CH2:26][CH2:25][CH2:24][CH2:23]1. (2) Given the product [Cl:17][C:9]1[CH:8]=[C:7]2[C:12]([C:13](=[O:16])[C:14]([CH3:15])=[C:5]([C:3]([OH:4])=[O:2])[N:6]2[C:18]2[CH:23]=[CH:22][CH:21]=[CH:20][CH:19]=2)=[CH:11][CH:10]=1, predict the reactants needed to synthesize it. The reactants are: C[O:2][C:3]([C:5]1[N:6]([C:18]2[CH:23]=[CH:22][CH:21]=[CH:20][CH:19]=2)[C:7]2[C:12]([C:13](=[O:16])[C:14]=1[CH3:15])=[CH:11][CH:10]=[C:9]([Cl:17])[CH:8]=2)=[O:4].[OH-].[Na+].O1CCOCC1. (3) Given the product [F:1][C:2]1[CH:53]=[CH:52][C:51]([F:54])=[CH:50][C:3]=1[CH2:4][N:5]1[C:9]([CH3:10])=[C:8]([C:11]2[C:19]3[C:14](=[N:15][CH:16]=[C:17]([C:20]4[CH:25]=[CH:24][C:23]([N:26]5[CH2:27][CH2:28][N:29]([C:32]([O:34][C:35]([CH3:37])([CH3:38])[CH3:36])=[O:33])[CH2:30][CH2:31]5)=[CH:22][CH:21]=4)[CH:18]=3)[NH:13][CH:12]=2)[C:7]([CH3:49])=[N:6]1, predict the reactants needed to synthesize it. The reactants are: [F:1][C:2]1[CH:53]=[CH:52][C:51]([F:54])=[CH:50][C:3]=1[CH2:4][N:5]1[C:9]([CH3:10])=[C:8]([C:11]2[C:19]3[C:14](=[N:15][CH:16]=[C:17]([C:20]4[CH:25]=[CH:24][C:23]([N:26]5[CH2:31][CH2:30][N:29]([C:32]([O:34][C:35]([CH3:38])([CH3:37])[CH3:36])=[O:33])[CH2:28][CH2:27]5)=[CH:22][CH:21]=4)[CH:18]=3)[N:13](S(C3C=CC(C)=CC=3)(=O)=O)[CH:12]=2)[C:7]([CH3:49])=[N:6]1.[OH-].[Li+]. (4) Given the product [CH2:17]([N:14]1[CH2:15][CH2:16][CH:11]([C:7]2[CH:8]=[CH:9][CH:10]=[C:5]([S:2]([CH3:1])(=[O:4])=[O:3])[CH:6]=2)[CH2:12][CH2:13]1)[CH:18]([CH3:20])[CH3:19], predict the reactants needed to synthesize it. The reactants are: [CH3:1][S:2]([C:5]1[CH:6]=[C:7]([CH:11]2[CH2:16][CH2:15][NH:14][CH2:13][CH2:12]2)[CH:8]=[CH:9][CH:10]=1)(=[O:4])=[O:3].[CH2:17](Br)[CH:18]([CH3:20])[CH3:19].Cl. (5) Given the product [C:34]([O:38][C:39](=[O:48])[C@@H:40]([NH:47][C:31]([C:28]1[CH:27]=[CH:26][C:25]([C:21]2[CH:22]=[CH:23][CH:24]=[C:19]([NH:18][C:16]([O:15][CH2:14][CH:12]3[C:11]4[CH:10]=[CH:9][CH:8]=[CH:7][C:6]=4[C:5]4[C:13]3=[CH:1][CH:2]=[CH:3][CH:4]=4)=[O:17])[CH:20]=2)=[CH:30][CH:29]=1)=[O:32])[CH2:41][O:42][C:43]([CH3:46])([CH3:45])[CH3:44])([CH3:37])([CH3:35])[CH3:36], predict the reactants needed to synthesize it. The reactants are: [CH:1]1[C:13]2[CH:12]([CH2:14][O:15][C:16]([NH:18][C:19]3[CH:20]=[C:21]([C:25]4[CH:30]=[CH:29][C:28]([C:31](O)=[O:32])=[CH:27][CH:26]=4)[CH:22]=[CH:23][CH:24]=3)=[O:17])[C:11]3[C:6](=[CH:7][CH:8]=[CH:9][CH:10]=3)[C:5]=2[CH:4]=[CH:3][CH:2]=1.[C:34]([O:38][C:39](=[O:48])[C@@H:40]([NH2:47])[CH2:41][O:42][C:43]([CH3:46])([CH3:45])[CH3:44])([CH3:37])([CH3:36])[CH3:35].CCN(C(C)C)C(C)C.C1C=CC2N(O)N=NC=2C=1.CCN=C=NCCCN(C)C.Cl.